From a dataset of Reaction yield outcomes from USPTO patents with 853,638 reactions. Predict the reaction yield, written as a fraction of the theoretical maximum amount of product (1.0 means a 100% yield; for example, 0.34 means a 34% yield). (1) The reactants are [CH2:1]([O:8][C:9]1([C:12]2[CH:17]=[CH:16][C:15]([C:18]#[C:19][C:20]3[CH:25]=[CH:24][C:23]([CH2:26][C:27]([O:29][CH3:30])=[O:28])=[CH:22][CH:21]=3)=[CH:14][CH:13]=2)[CH2:11][CH2:10]1)[C:2]1[CH:7]=[CH:6][CH:5]=[CH:4][CH:3]=1.[CH3:31]OC(=O)CC1C=CC(I)=CC=1. The catalyst is C(N(CC)CC)C.[Cu]I.Cl[Pd](Cl)([P](C1C=CC=CC=1)(C1C=CC=CC=1)C1C=CC=CC=1)[P](C1C=CC=CC=1)(C1C=CC=CC=1)C1C=CC=CC=1. The product is [CH2:1]([O:8][C:9]1([C:12]2[CH:17]=[CH:16][C:15]([C:18]#[C:19][C:20]3[CH:21]=[CH:22][C:23]([CH2:26][C:27]([O:29][CH3:30])=[O:28])=[CH:24][CH:25]=3)=[CH:14][C:13]=2[CH3:31])[CH2:11][CH2:10]1)[C:2]1[CH:7]=[CH:6][CH:5]=[CH:4][CH:3]=1. The yield is 0.710. (2) The reactants are Cl[S:2]([N:5]=[C:6]=[O:7])(=[O:4])=[O:3].[C:8]([OH:12])([CH3:11])([CH3:10])[CH3:9].[CH3:13][C:14]1[CH:15]=[C:16]([C:31]2[S:35][C:34]([C:36]3([OH:42])[CH2:41][CH2:40][NH:39][CH2:38][CH2:37]3)=[N:33][CH:32]=2)[CH:17]=[C:18]([NH:20][C:21]2[N:26]=[C:25]([C:27]([F:30])([F:29])[F:28])[CH:24]=[CH:23][N:22]=2)[CH:19]=1.C(N(CC)CC)C. The catalyst is C(Cl)Cl. The product is [C:8]([O:12][C:6](=[O:7])[NH:5][S:2]([N:39]1[CH2:38][CH2:37][C:36]([OH:42])([C:34]2[S:35][C:31]([C:16]3[CH:17]=[C:18]([NH:20][C:21]4[N:26]=[C:25]([C:27]([F:30])([F:28])[F:29])[CH:24]=[CH:23][N:22]=4)[CH:19]=[C:14]([CH3:13])[CH:15]=3)=[CH:32][N:33]=2)[CH2:41][CH2:40]1)(=[O:4])=[O:3])([CH3:11])([CH3:10])[CH3:9]. The yield is 0.820. (3) The reactants are C[O:2][C:3](=[O:25])[CH:4]([N:9]1[CH:14]=[CH:13][C:12]([O:15][C:16]2[CH:21]=[CH:20][CH:19]=[C:18]([F:22])[C:17]=2[F:23])=[CH:11][C:10]1=[O:24])[CH2:5][CH:6]([CH3:8])[CH3:7].[OH-].[Na+]. The catalyst is CO. The product is [F:23][C:17]1[C:18]([F:22])=[CH:19][CH:20]=[CH:21][C:16]=1[O:15][C:12]1[CH:13]=[CH:14][N:9]([CH:4]([CH2:5][CH:6]([CH3:7])[CH3:8])[C:3]([OH:25])=[O:2])[C:10](=[O:24])[CH:11]=1. The yield is 0.636. (4) The reactants are [CH3:1][O:2][C:3](=[O:64])[NH:4][CH:5]([C:9]([N:11]1[CH2:15][CH2:14][CH2:13][CH:12]1[C:16]1[NH:17][C:18]([C:21]2[CH:30]=[CH:29][C:28]3[C:23](=[CH:24][CH:25]=[C:26]([C:31]4[CH:36]=[CH:35][C:34]([C:37]5[NH:38][C:39]([CH:42]6[CH2:46][CH2:45][CH2:44][N:43]6C(=O)C(NC(OC(C)(C)C)=O)C6C=CC=CC=6)=[N:40][CH:41]=5)=[CH:33][CH:32]=4)[CH:27]=3)[CH:22]=2)=[CH:19][N:20]=1)=[O:10])[CH:6]([CH3:8])[CH3:7].[CH3:65][O:66][C:67]([NH:69][C:70]([C:75]1[CH:80]=[CH:79][CH:78]=[CH:77][CH:76]=1)([CH3:74])[C:71]([OH:73])=O)=[O:68]. No catalyst specified. The product is [CH3:1][O:2][C:3](=[O:64])[NH:4][CH:5]([C:9]([N:11]1[CH2:15][CH2:14][CH2:13][CH:12]1[C:16]1[NH:17][C:18]([C:21]2[CH:30]=[CH:29][C:28]3[C:23](=[CH:24][CH:25]=[C:26]([C:31]4[CH:36]=[CH:35][C:34]([C:37]5[NH:38][C:39]([CH:42]6[CH2:46][CH2:45][CH2:44][N:43]6[C:71](=[O:73])[C:70]([NH:69][C:67]([O:66][CH3:65])=[O:68])([C:75]6[CH:80]=[CH:79][CH:78]=[CH:77][CH:76]=6)[CH3:74])=[N:40][CH:41]=5)=[CH:33][CH:32]=4)[CH:27]=3)[CH:22]=2)=[CH:19][N:20]=1)=[O:10])[CH:6]([CH3:8])[CH3:7]. The yield is 0.200. (5) The reactants are [CH3:1][O:2][C:3]1[CH:4]=[C:5]([C:12]2[CH2:13][CH2:14][N:15]([C:18]([O:20][C:21]([CH3:24])([CH3:23])[CH3:22])=[O:19])[CH2:16][CH:17]=2)[CH:6]=[CH:7][C:8]=1[N+:9]([O-])=O. The catalyst is C(OCC)(=O)C.C(O)C.[Pd]. The product is [NH2:9][C:8]1[CH:7]=[CH:6][C:5]([CH:12]2[CH2:13][CH2:14][N:15]([C:18]([O:20][C:21]([CH3:22])([CH3:23])[CH3:24])=[O:19])[CH2:16][CH2:17]2)=[CH:4][C:3]=1[O:2][CH3:1]. The yield is 0.990.